Dataset: Forward reaction prediction with 1.9M reactions from USPTO patents (1976-2016). Task: Predict the product of the given reaction. (1) Given the reactants CS([O:5][CH2:6][C:7]1[C:8]([C:16]2[CH:21]=[CH:20][C:19]([O:22][CH3:23])=[CH:18][CH:17]=2)=[N:9][S:10][C:11]=1[C:12]([F:15])([F:14])[F:13])(=O)=O.O[C:25]1[CH:30]=[CH:29][C:28]([CH2:31][CH2:32][C:33]([O:35]CC)=[O:34])=[C:27]([CH3:38])[C:26]=1[CH3:39], predict the reaction product. The product is: [CH3:23][O:22][C:19]1[CH:20]=[CH:21][C:16]([C:8]2[C:7]([CH2:6][O:5][C:25]3[CH:30]=[CH:29][C:28]([CH2:31][CH2:32][C:33]([OH:35])=[O:34])=[C:27]([CH3:38])[C:26]=3[CH3:39])=[C:11]([C:12]([F:15])([F:14])[F:13])[S:10][N:9]=2)=[CH:17][CH:18]=1. (2) Given the reactants [CH3:1][NH:2][C:3]1[CH:8]=[CH:7][CH:6]=[CH:5][CH:4]=1.C(N(CC)CC)C.[Cl:16][C:17]1[CH:22]=[CH:21][C:20]([S:23](Cl)(=[O:25])=[O:24])=[CH:19][C:18]=1[N+:27]([O-:29])=[O:28].O, predict the reaction product. The product is: [Cl:16][C:17]1[CH:22]=[CH:21][C:20]([S:23]([N:2]([CH3:1])[C:3]2[CH:8]=[CH:7][CH:6]=[CH:5][CH:4]=2)(=[O:25])=[O:24])=[CH:19][C:18]=1[N+:27]([O-:29])=[O:28]. (3) Given the reactants [OH:1][C:2]1[CH:3]=[C:4]([CH:8]=[CH:9][C:10]=1[I:11])[C:5]([OH:7])=[O:6].Cl.[CH2:13](O)[CH3:14], predict the reaction product. The product is: [CH2:13]([O:6][C:5](=[O:7])[C:4]1[CH:8]=[CH:9][C:10]([I:11])=[C:2]([OH:1])[CH:3]=1)[CH3:14]. (4) Given the reactants COC([N:5]1[CH2:10][CH2:9][CH:8]([C:11]2[CH:16]=[CH:15][C:14]([Br:17])=[CH:13][CH:12]=2)[CH:7]([CH3:18])[CH2:6]1)=O.C(=O)(O)N.S(=O)(=O)(O)O.[OH-].[Na+], predict the reaction product. The product is: [Br:17][C:14]1[CH:15]=[CH:16][C:11]([CH:8]2[CH2:9][CH2:10][NH:5][CH2:6][CH:7]2[CH3:18])=[CH:12][CH:13]=1. (5) Given the reactants C([Sn](CCCC)(CCCC)[C:6]1[CH:11]=[CH:10][C:9]([C:12]([F:15])([F:14])[F:13])=[CH:8][N:7]=1)CCC.Cl[C:25]1[N:30]=[CH:29][N:28]=[C:27]([C:31]([O:33][CH2:34][CH3:35])=[O:32])[CH:26]=1.CCOC(C)=O, predict the reaction product. The product is: [F:15][C:12]([F:13])([F:14])[C:9]1[CH:10]=[CH:11][C:6]([C:25]2[N:30]=[CH:29][N:28]=[C:27]([C:31]([O:33][CH2:34][CH3:35])=[O:32])[CH:26]=2)=[N:7][CH:8]=1.